This data is from Catalyst prediction with 721,799 reactions and 888 catalyst types from USPTO. The task is: Predict which catalyst facilitates the given reaction. (1) Reactant: [CH2:1]([C:5]1([Li])[C:9]([CH3:10])=[C:8]([CH3:11])[C:7]([CH3:12])=[C:6]1[CH3:13])[CH2:2][CH2:3][CH3:4].[Cl-:15].[Cl-].[Cl-].[Cl-].[Hf+4:19]. Product: [Cl-:15].[Cl-:15].[CH2:1]([C:5]1([Hf+2:19][C:5]2([CH2:1][CH2:2][CH2:3][CH3:4])[C:9]([CH3:10])=[C:8]([CH3:11])[C:7]([CH3:12])=[C:6]2[CH3:13])[C:9]([CH3:10])=[C:8]([CH3:11])[C:7]([CH3:12])=[C:6]1[CH3:13])[CH2:2][CH2:3][CH3:4]. The catalyst class is: 113. (2) Reactant: [NH2:1][C:2]1[CH:3]=[C:4]2[C:10](Br)=[C:9]([S:12]([C:15]3[CH:20]=[C:19]([F:21])[CH:18]=[C:17]([C:22]#[N:23])[CH:16]=3)(=[O:14])=[O:13])[S:8][C:5]2=[N:6][CH:7]=1.C(O)C.[Cl:27][C:28]1[CH:29]=[C:30](B(O)O)[CH:31]=[CH:32][CH:33]=1.C([O-])([O-])=O.[Na+].[Na+]. Product: [NH2:1][C:2]1[CH:3]=[C:4]2[C:10]([C:32]3[CH:31]=[CH:30][CH:29]=[C:28]([Cl:27])[CH:33]=3)=[C:9]([S:12]([C:15]3[CH:20]=[C:19]([F:21])[CH:18]=[C:17]([C:22]#[N:23])[CH:16]=3)(=[O:14])=[O:13])[S:8][C:5]2=[N:6][CH:7]=1. The catalyst class is: 109.